From a dataset of Reaction yield outcomes from USPTO patents with 853,638 reactions. Predict the reaction yield, written as a fraction of the theoretical maximum amount of product (1.0 means a 100% yield; for example, 0.34 means a 34% yield). (1) The reactants are Cl[C:2]1[CH:7]=[CH:6][C:5]([N+:8]([O-:10])=[O:9])=[CH:4][CH:3]=1.[CH3:11][N:12]1[CH2:17][CH2:16][CH:15]([CH2:18][OH:19])[CH2:14][CH2:13]1.[H-].[Na+]. The catalyst is CS(C)=O. The product is [CH3:11][N:12]1[CH2:17][CH2:16][CH:15]([CH2:18][O:19][C:2]2[CH:7]=[CH:6][C:5]([N+:8]([O-:10])=[O:9])=[CH:4][CH:3]=2)[CH2:14][CH2:13]1. The yield is 0.690. (2) The reactants are [C:1]([O:4][C@H:5]([CH2:21][N:22]1[CH2:26][CH2:25][CH2:24][CH2:23]1)[CH2:6][O:7][C:8]1[CH:17]=[C:16]2[C:11]([C:12](Cl)=[N:13][CH:14]=[N:15]2)=[CH:10][C:9]=1[O:19][CH3:20])(=[O:3])[CH3:2].[F:27][C:28]1[C:36]([OH:37])=[CH:35][CH:34]=[C:33]2[C:29]=1[CH:30]=[C:31]([CH3:38])[NH:32]2.C(=O)([O-])[O-].[K+].[K+]. The catalyst is CN(C=O)C. The product is [C:1]([O:4][C@H:5]([CH2:21][N:22]1[CH2:26][CH2:25][CH2:24][CH2:23]1)[CH2:6][O:7][C:8]1[CH:17]=[C:16]2[C:11]([C:12]([O:37][C:36]3[C:28]([F:27])=[C:29]4[C:33](=[CH:34][CH:35]=3)[NH:32][C:31]([CH3:38])=[CH:30]4)=[N:13][CH:14]=[N:15]2)=[CH:10][C:9]=1[O:19][CH3:20])(=[O:3])[CH3:2]. The yield is 0.810. (3) The reactants are [CH3:1][O:2]COC1C=C(C=CC=1)C=C.[OH:13]C1C=C(C=CC=1)C=C.CC[C@H]1[C@H]2C[C@H]([C@H:57]([O:56]C3C4C(=CC=CC=4)C([O:56][C@H:57]([C:68]4C=CN=[C:74]5[C:69]=4[CH:70]=[C:71]([O:78][CH3:79])[CH:72]=[CH:73]5)[C@@H]4N5C[C@H](CC)[C@@H](CC5)C4)=NN=3)[C:68]3C=CN=[C:74]4[C:69]=3[CH:70]=[C:71]([O:78][CH3:79])[CH:72]=[CH:73]4)N(CC2)C1.[O-]S([O-])=O.[Na+].[Na+]. The catalyst is O.CC(O)(C)C. The product is [CH3:1][O:2][CH2:79][O:78][C:71]1[CH:70]=[C:69]([C@H:68]([OH:13])[CH2:57][OH:56])[CH:74]=[CH:73][CH:72]=1. The yield is 0.910. (4) The reactants are [NH2:1][C:2]1[CH:36]=[CH:35][C:5]([O:6][C:7]2[CH:12]=[CH:11][N:10]=[C:9]3[CH:13]=[C:14]([C:16]4[N:21]=[CH:20][C:19]([CH2:22][N:23]([CH2:31][CH2:32][O:33][CH3:34])[C:24](=[O:30])[O:25][C:26]([CH3:29])([CH3:28])[CH3:27])=[CH:18][CH:17]=4)[S:15][C:8]=23)=[C:4]([F:37])[CH:3]=1.ClC(Cl)(O[C:42](=[O:48])OC(Cl)(Cl)Cl)Cl.CC[N:52]([CH:56]([CH3:58])[CH3:57])C(C)C.C1(N)CC1. The catalyst is O1CCCC1. The product is [CH:56]1([NH:52][C:42](=[O:48])[NH:1][C:2]2[CH:36]=[CH:35][C:5]([O:6][C:7]3[CH:12]=[CH:11][N:10]=[C:9]4[CH:13]=[C:14]([C:16]5[N:21]=[CH:20][C:19]([CH2:22][N:23]([CH2:31][CH2:32][O:33][CH3:34])[C:24](=[O:30])[O:25][C:26]([CH3:29])([CH3:28])[CH3:27])=[CH:18][CH:17]=5)[S:15][C:8]=34)=[C:4]([F:37])[CH:3]=2)[CH2:58][CH2:57]1. The yield is 0.670. (5) The reactants are Br[C:2]1[CH:3]=[C:4]([NH:10][C:11]2[CH:15]=[C:14]([CH3:16])[N:13]([CH3:17])[N:12]=2)[C:5](=[O:9])[N:6]([CH3:8])[CH:7]=1.[CH3:18][C:19]1([CH3:35])[C:23]([CH3:25])([CH3:24])[O:22][B:21]([B:21]2[O:22][C:23]([CH3:25])([CH3:24])[C:19]([CH3:35])([CH3:18])[O:20]2)[O:20]1.CC(C1C=C(C(C)C)C(C2C=CC=CC=2P(C2CCCCC2)C2CCCCC2)=C(C(C)C)C=1)C.C([O-])(=O)C.[K+]. The catalyst is C1C=CC(/C=C/C(/C=C/C2C=CC=CC=2)=O)=CC=1.C1C=CC(/C=C/C(/C=C/C2C=CC=CC=2)=O)=CC=1.C1C=CC(/C=C/C(/C=C/C2C=CC=CC=2)=O)=CC=1.[Pd].[Pd].O1CCOCC1. The product is [CH3:17][N:13]1[C:14]([CH3:16])=[CH:15][C:11]([NH:10][C:4]2[C:5](=[O:9])[N:6]([CH3:8])[CH:7]=[C:2]([B:21]3[O:22][C:23]([CH3:25])([CH3:24])[C:19]([CH3:35])([CH3:18])[O:20]3)[CH:3]=2)=[N:12]1. The yield is 0.790. (6) The yield is 0.690. The product is [CH3:32][S:33]([O:23][C:18]1[CH:17]=[CH:16][C:15]2[C:20](=[CH:21][CH:22]=[C:13]([C:9]3[CH:8]=[C:7]([N:24]4[CH:29]=[CH:28][C:27](=[O:30])[NH:26][C:25]4=[O:31])[CH:6]=[C:5]([C:1]([CH3:4])([CH3:2])[CH3:3])[C:10]=3[O:11][CH3:12])[CH:14]=2)[CH:19]=1)(=[O:35])=[O:34]. The catalyst is CN(C)C(=O)C. The reactants are [C:1]([C:5]1[CH:6]=[C:7]([N:24]2[CH:29]=[CH:28][C:27](=[O:30])[NH:26][C:25]2=[O:31])[CH:8]=[C:9]([C:13]2[CH:22]=[CH:21][C:20]3[C:15](=[CH:16][CH:17]=[C:18]([OH:23])[CH:19]=3)[CH:14]=2)[C:10]=1[O:11][CH3:12])([CH3:4])([CH3:3])[CH3:2].[CH3:32][S:33](O[S:33]([CH3:32])(=[O:35])=[O:34])(=[O:35])=[O:34].C(N(CC)CC)C.